This data is from Reaction yield outcomes from USPTO patents with 853,638 reactions. The task is: Predict the reaction yield, written as a fraction of the theoretical maximum amount of product (1.0 means a 100% yield; for example, 0.34 means a 34% yield). The reactants are Cl[CH2:2][CH2:3][CH2:4][C:5]([NH:7][C@@H:8]([C:10]1[N:11]([CH3:22])[CH:12]=[C:13]([C:15]2[CH:20]=[CH:19][C:18]([I:21])=[CH:17][CH:16]=2)[N:14]=1)[CH3:9])=[O:6].C1COCC1.CC(C)([O-])C.[K+].CCOC(C)=O. The catalyst is O. The product is [I:21][C:18]1[CH:19]=[CH:20][C:15]([C:13]2[N:14]=[C:10]([C@H:8]([N:7]3[CH2:2][CH2:3][CH2:4][C:5]3=[O:6])[CH3:9])[N:11]([CH3:22])[CH:12]=2)=[CH:16][CH:17]=1. The yield is 0.860.